Task: Regression/Classification. Given a drug SMILES string, predict its absorption, distribution, metabolism, or excretion properties. Task type varies by dataset: regression for continuous measurements (e.g., permeability, clearance, half-life) or binary classification for categorical outcomes (e.g., BBB penetration, CYP inhibition). Dataset: cyp2d6_veith.. Dataset: CYP2D6 inhibition data for predicting drug metabolism from PubChem BioAssay (1) The compound is Cc1ccc(C(=O)ON=C2CCN(S(=O)(=O)c3ccccc3)CC2)cc1. The result is 0 (non-inhibitor). (2) The molecule is Cn1c2c([n+]([O-])c1-c1ccccc1)/C(=N/O)CCC2. The result is 0 (non-inhibitor). (3) The molecule is O=C(NCCN1CCOCC1)c1ccc(Cl)cc1[N+](=O)[O-]. The result is 0 (non-inhibitor). (4) The compound is c1ccc(CSc2nnc(-c3sccc3-n3cccc3)o2)cc1. The result is 1 (inhibitor). (5) The molecule is O=C(CN(Cc1ccco1)C(=O)c1ccccc1)Nc1ccc(Cl)c(Cl)c1. The result is 1 (inhibitor). (6) The drug is Cn1c(CCC(=O)Nc2ccc(N3CCOCC3)cc2)nc(=O)c2ccccc21. The result is 0 (non-inhibitor).